Dataset: Catalyst prediction with 721,799 reactions and 888 catalyst types from USPTO. Task: Predict which catalyst facilitates the given reaction. (1) Reactant: C(Cl)(=O)C(Cl)=O.[OH:7][CH2:8][C@:9]12[CH2:35][CH2:34][C@@H:33]([C:36]([CH3:38])=[CH2:37])[C@@H:10]1[CH:11]1[C@@:24]([CH3:27])([CH2:25][CH2:26]2)[C@@:23]2([CH3:28])[C@@H:14]([C@:15]3([CH3:32])[C@@H:20]([CH2:21][CH2:22]2)[C:19]([CH3:30])([CH3:29])[C@@H:18]([OH:31])[CH2:17][CH2:16]3)[CH2:13][CH2:12]1.C(N(CC)CC)C. Product: [CH3:27][C@:24]12[C@@:23]3([CH3:28])[C@@H:14]([C@:15]4([CH3:32])[C@@H:20]([CH2:21][CH2:22]3)[C:19]([CH3:29])([CH3:30])[C:18](=[O:31])[CH2:17][CH2:16]4)[CH2:13][CH2:12][CH:11]1[C@H:10]1[C@H:33]([C:36]([CH3:38])=[CH2:37])[CH2:34][CH2:35][C@:9]1([CH:8]=[O:7])[CH2:26][CH2:25]2. The catalyst class is: 583. (2) Reactant: [CH3:1][C:2]1([CH3:33])[C:6]2[C:7]([O:11][C:12]3[N:17]=[CH:16][C:15]([NH:18][C:19]([C@H:21]([NH:25]C(=O)OC(C)(C)C)[CH:22]([CH3:24])[CH3:23])=[O:20])=[CH:14][N:13]=3)=[CH:8][CH:9]=[CH:10][C:5]=2[O:4][CH2:3]1.C(O)(C(F)(F)F)=O. Product: [NH2:25][C@H:21]([CH:22]([CH3:24])[CH3:23])[C:19]([NH:18][C:15]1[CH:14]=[N:13][C:12]([O:11][C:7]2[C:6]3[C:2]([CH3:1])([CH3:33])[CH2:3][O:4][C:5]=3[CH:10]=[CH:9][CH:8]=2)=[N:17][CH:16]=1)=[O:20]. The catalyst class is: 4. (3) Reactant: [Br:1][C:2]1[CH:8]=[C:7]([F:9])[CH:6]=[CH:5][C:3]=1[NH2:4].N1C=CC=CC=1.[CH2:16]([S:18](Cl)(=[O:20])=[O:19])[CH3:17].O. Product: [Br:1][C:2]1[CH:8]=[C:7]([F:9])[CH:6]=[CH:5][C:3]=1[NH:4][S:18]([CH2:16][CH3:17])(=[O:20])=[O:19]. The catalyst class is: 2. (4) Reactant: [NH:1]1[CH:5]=[CH:4][CH:3]=[N:2]1.[H-].[Na+].[CH3:8][O:9][CH2:10][N:11]1[C:16]2[CH:17]=[C:18]([CH2:21]Cl)[CH:19]=[CH:20][C:15]=2[S:14][C:13]2[N:23]=[CH:24][CH:25]=[N:26][C:12]1=2.O. Product: [CH3:8][O:9][CH2:10][N:11]1[C:16]2[CH:17]=[C:18]([CH2:21][N:1]3[CH:5]=[CH:4][CH:3]=[N:2]3)[CH:19]=[CH:20][C:15]=2[S:14][C:13]2[N:23]=[CH:24][CH:25]=[N:26][C:12]1=2. The catalyst class is: 42.